This data is from Forward reaction prediction with 1.9M reactions from USPTO patents (1976-2016). The task is: Predict the product of the given reaction. (1) Given the reactants [CH2:1]([O:3][C:4]1[CH:13]=[C:12]2[C:7]([CH:8]=[C:9]([CH2:14]O)[CH:10]=[N:11]2)=[CH:6][CH:5]=1)[CH3:2].O=S(Cl)[Cl:18], predict the reaction product. The product is: [ClH:18].[Cl:18][CH2:14][C:9]1[CH:10]=[N:11][C:12]2[C:7]([CH:8]=1)=[CH:6][CH:5]=[C:4]([O:3][CH2:1][CH3:2])[CH:13]=2. (2) Given the reactants [NH2:1][CH2:2][CH2:3][CH2:4][N:5]1[C:17]2[C:16]3[CH:15]=[CH:14][CH:13]=[CH:12][C:11]=3[N:10]=[C:9]([NH2:18])[C:8]=2[N:7]=[C:6]1[CH2:19][CH2:20][O:21][CH3:22].[C:23]1([S:29](Cl)(=[O:31])=[O:30])[CH:28]=[CH:27][CH:26]=[CH:25][CH:24]=1, predict the reaction product. The product is: [NH2:18][C:9]1[C:8]2[N:7]=[C:6]([CH2:19][CH2:20][O:21][CH3:22])[N:5]([CH2:4][CH2:3][CH2:2][NH:1][S:29]([C:23]3[CH:28]=[CH:27][CH:26]=[CH:25][CH:24]=3)(=[O:31])=[O:30])[C:17]=2[C:16]2[CH:15]=[CH:14][CH:13]=[CH:12][C:11]=2[N:10]=1. (3) Given the reactants [Br:1][C:2]1[CH:7]=[CH:6][C:5]([C:8]([F:11])([F:10])[F:9])=[CH:4][C:3]=1F.[NH:13]1[CH2:18][CH2:17][NH:16][CH2:15][CH2:14]1, predict the reaction product. The product is: [Br:1][C:2]1[CH:7]=[CH:6][C:5]([C:8]([F:11])([F:10])[F:9])=[CH:4][C:3]=1[N:13]1[CH2:18][CH2:17][NH:16][CH2:15][CH2:14]1. (4) The product is: [NH2:7][CH:8]1[CH2:9][CH2:10][N:11]([CH2:14][CH2:15][N:16]2[C:25]3[C:20](=[CH:21][CH:22]=[C:23]([O:26][CH3:27])[CH:24]=3)[N:19]=[CH:18][C:17]2=[O:28])[CH2:12][CH2:13]1. Given the reactants C(OC(=O)[NH:7][CH:8]1[CH2:13][CH2:12][N:11]([CH2:14][CH2:15][N:16]2[C:25]3[C:20](=[CH:21][CH:22]=[C:23]([O:26][CH3:27])[CH:24]=3)[N:19]=[CH:18][C:17]2=[O:28])[CH2:10][CH2:9]1)(C)(C)C.FC(F)(F)C(O)=O.NC1CCN(CCN2C3C(=CC=C(F)C=3)N=CC2=O)CC1, predict the reaction product. (5) The product is: [F:9][C:8]([F:11])([F:10])[C:7]([C:5]1[S:6][C:2]([C:20]2[CH:21]=[C:16]([CH:17]=[CH:18][CH:19]=2)[C:13]([OH:15])=[O:14])=[CH:3][CH:4]=1)=[O:12]. Given the reactants Br[C:2]1[S:6][C:5]([C:7](=[O:12])[C:8]([F:11])([F:10])[F:9])=[CH:4][CH:3]=1.[C:13]([C:16]1[CH:17]=[C:18](B(O)O)[CH:19]=[CH:20][CH:21]=1)([OH:15])=[O:14].C([O-])([O-])=O.[Na+].[Na+].Cl, predict the reaction product.